This data is from Reaction yield outcomes from USPTO patents with 853,638 reactions. The task is: Predict the reaction yield, written as a fraction of the theoretical maximum amount of product (1.0 means a 100% yield; for example, 0.34 means a 34% yield). (1) The reactants are [Br:1][C:2]1[CH:3]=[C:4]2[C:8](=[CH:9][CH:10]=1)[NH:7][CH2:6][CH2:5]2.[N+:11]([O-])([O-:13])=[O:12].[K+].C([O-])([O-])=O.[Na+].[Na+]. The catalyst is OS(O)(=O)=O. The product is [Br:1][C:2]1[CH:3]=[C:4]2[C:8](=[CH:9][C:10]=1[N+:11]([O-:13])=[O:12])[NH:7][CH2:6][CH2:5]2. The yield is 0.760. (2) The reactants are [S:1]1[CH:5]=[C:4]([CH2:6][C:7]#[N:8])[C:3]2[CH:9]=[CH:10][CH:11]=[CH:12][C:2]1=2.[H-].[H-].[H-].[H-].[Li+].[Al+3]. The catalyst is CCOCC.C1COCC1. The product is [S:1]1[CH:5]=[C:4]([CH2:6][CH2:7][NH2:8])[C:3]2[CH:9]=[CH:10][CH:11]=[CH:12][C:2]1=2. The yield is 0.240. (3) The reactants are [NH2:1][C:2]1[C:11](I)=[CH:10][C:5]([C:6]([O:8][CH3:9])=[O:7])=[CH:4][N:3]=1.[C:13]([C:15]1[CH:16]=[C:17]([NH:21][C:22]([C:24]2[N:28]([CH3:29])[N:27]=[C:26]([CH3:30])[CH:25]=2)=[O:23])[CH:18]=[CH:19][CH:20]=1)#[CH:14].C(N(CC)CC)C. The catalyst is CN(C=O)C.Cl[Pd](Cl)([P](C1C=CC=CC=1)(C1C=CC=CC=1)C1C=CC=CC=1)[P](C1C=CC=CC=1)(C1C=CC=CC=1)C1C=CC=CC=1.[Cu]I.C1(P(C2C=CC=CC=2)C2C=CC=CC=2)C=CC=CC=1. The product is [NH2:1][C:2]1[C:11]([C:14]#[C:13][C:15]2[CH:20]=[CH:19][CH:18]=[C:17]([NH:21][C:22]([C:24]3[N:28]([CH3:29])[N:27]=[C:26]([CH3:30])[CH:25]=3)=[O:23])[CH:16]=2)=[CH:10][C:5]([C:6]([O:8][CH3:9])=[O:7])=[CH:4][N:3]=1. The yield is 0.780. (4) The reactants are [NH2:1][C:2]1[N:10]=[C:9]2[C:5]([NH:6][CH:7]=[N:8]2)=[C:4](Cl)[N:3]=1.[CH3:12][O:13][C:14]1[CH:15]=[C:16]2[C:21](=[CH:22][CH:23]=1)[NH:20][CH2:19][CH2:18][CH2:17]2. The catalyst is Cl.CC(O)C. The product is [NH2:1][C:2]1[N:10]=[C:9]2[C:5]([NH:6][CH:7]=[N:8]2)=[C:4]([N:20]2[C:21]3[C:16](=[CH:15][C:14]([O:13][CH3:12])=[CH:23][CH:22]=3)[CH2:17][CH2:18][CH2:19]2)[N:3]=1. The yield is 0.606.